This data is from Full USPTO retrosynthesis dataset with 1.9M reactions from patents (1976-2016). The task is: Predict the reactants needed to synthesize the given product. Given the product [O:14]1[C:19]2[CH:20]=[CH:21][C:22]([NH:24][C:25]3[NH:28][C:6]([C:5]4[CH:10]=[CH:11][CH:12]=[CH:13][C:4]=4[N+:1]([O-:3])=[O:2])=[N:8][N:9]=3)=[CH:23][C:18]=2[O:17][CH2:16][CH2:15]1, predict the reactants needed to synthesize it. The reactants are: [N+:1]([C:4]1[CH:13]=[CH:12][CH:11]=[CH:10][C:5]=1[C:6]([NH:8][NH2:9])=O)([O-:3])=[O:2].[O:14]1[C:19]2[CH:20]=[CH:21][C:22]([NH:24][C:25](=[NH:28])SC)=[CH:23][C:18]=2[O:17][CH2:16][CH2:15]1.O.